This data is from Reaction yield outcomes from USPTO patents with 853,638 reactions. The task is: Predict the reaction yield, written as a fraction of the theoretical maximum amount of product (1.0 means a 100% yield; for example, 0.34 means a 34% yield). (1) The reactants are Br[C:2]1[C:3]([C:13]2[CH:18]=[CH:17][C:16]([CH3:19])=[CH:15][CH:14]=2)=[CH:4][C:5]2[O:9][C:8]([CH3:11])([CH3:10])[CH2:7][C:6]=2[CH:12]=1.[CH3:20][O:21][C:22]1[CH:27]=[CH:26][C:25]([N:28]2[CH2:33][CH2:32][NH:31][CH2:30][CH2:29]2)=[CH:24][CH:23]=1. No catalyst specified. The product is [CH3:10][C:8]1([CH3:11])[CH2:7][C:6]2[CH:12]=[C:2]([N:31]3[CH2:30][CH2:29][N:28]([C:25]4[CH:24]=[CH:23][C:22]([O:21][CH3:20])=[CH:27][CH:26]=4)[CH2:33][CH2:32]3)[C:3]([C:13]3[CH:18]=[CH:17][C:16]([CH3:19])=[CH:15][CH:14]=3)=[CH:4][C:5]=2[O:9]1. The yield is 0.160. (2) The reactants are [NH2:1][C:2]1[CH:3]=[N:4][N:5]([CH3:21])[C:6]=1[N:7]1[CH2:11][CH2:10][C@@H:9]([CH2:12][NH:13]C(=O)OC(C)(C)C)[CH2:8]1.C(OC([NH:29][C:30]1[S:34][C:33]([C:35]2[C:40]([F:41])=[CH:39][CH:38]=[CH:37][C:36]=2[F:42])=[N:32][C:31]=1[C:43](O)=[O:44])=O)(C)(C)C.CN(C(ON1N=NC2C=CC=NC1=2)=[N+](C)C)C.F[P-](F)(F)(F)(F)F. No catalyst specified. The product is [NH2:29][C:30]1[S:34][C:33]([C:35]2[C:40]([F:41])=[CH:39][CH:38]=[CH:37][C:36]=2[F:42])=[N:32][C:31]=1[C:43]([NH:1][C:2]1[CH:3]=[N:4][N:5]([CH3:21])[C:6]=1[N:7]1[CH2:11][CH2:10][C@@H:9]([CH2:12][NH2:13])[CH2:8]1)=[O:44]. The yield is 0.330. (3) The catalyst is CN(C=O)C. The product is [NH2:5][C:6]1[N:11]=[CH:10][C:9](/[CH:12]=[CH:13]/[C:14]([N:29]([CH2:28][C:21]2[C:22]3[C:27](=[CH:26][CH:25]=[CH:24][CH:23]=3)[N:19]([CH2:17][CH3:18])[CH:20]=2)[CH3:30])=[O:16])=[CH:8][CH:7]=1. The reactants are C(Cl)CCl.[NH2:5][C:6]1[N:11]=[CH:10][C:9](/[CH:12]=[CH:13]/[C:14]([OH:16])=O)=[CH:8][CH:7]=1.[CH2:17]([N:19]1[C:27]2[C:22](=[CH:23][CH:24]=[CH:25][CH:26]=2)[C:21]([CH2:28][NH:29][CH3:30])=[CH:20]1)[CH3:18].C1C=CC2N(O)N=NC=2C=1.O.C(N(C(C)C)CC)(C)C. The yield is 0.520. (4) The reactants are [Li+].[OH-].[CH3:3][C:4]1([C:19]([O:21]C)=[O:20])[CH2:8][CH2:7][N:6]([C:9]([O:11][CH2:12][C:13]2[CH:18]=[CH:17][CH:16]=[CH:15][CH:14]=2)=[O:10])[CH2:5]1. The catalyst is C(O)C. The product is [CH2:12]([O:11][C:9]([N:6]1[CH2:7][CH2:8][C:4]([CH3:3])([C:19]([OH:21])=[O:20])[CH2:5]1)=[O:10])[C:13]1[CH:14]=[CH:15][CH:16]=[CH:17][CH:18]=1. The yield is 0.990. (5) The reactants are Cl[C:2]1[CH:7]=[C:6]([N:8]2[CH2:13][CH2:12][N:11]([C:14]([O:16][C:17]([CH3:20])([CH3:19])[CH3:18])=[O:15])[CH2:10][CH2:9]2)[N:5]=[C:4]2[CH2:21][CH2:22][CH2:23][C:3]=12.[NH2:24][C:25]1[CH:30]=[CH:29][C:28]([CH2:31][CH2:32][OH:33])=[CH:27][CH:26]=1. No catalyst specified. The product is [OH:33][CH2:32][CH2:31][C:28]1[CH:29]=[CH:30][C:25]([NH:24][C:2]2[CH:7]=[C:6]([N:8]3[CH2:13][CH2:12][N:11]([C:14]([O:16][C:17]([CH3:20])([CH3:19])[CH3:18])=[O:15])[CH2:10][CH2:9]3)[N:5]=[C:4]3[CH2:21][CH2:22][CH2:23][C:3]=23)=[CH:26][CH:27]=1. The yield is 0.400. (6) The reactants are [F:1][C:2]1[CH:23]=[CH:22][C:5]([CH2:6][CH2:7][C:8]2[S:9][C:10]3[N:11]=[C:12]([NH2:21])[N:13]=[C:14](S(C)(=O)=O)[C:15]=3[N:16]=2)=[CH:4][CH:3]=1.[CH3:24][O:25][C:26]1[CH:36]=[CH:35][C:29]([O:30][CH2:31][C:32]([OH:34])=O)=[CH:28][CH:27]=1.CN(C(O[N:45]1N=[N:52][C:47]2C=CC=C[C:46]1=2)=[N+](C)C)C.[B-](F)(F)(F)F.[CH3:59][CH2:60]N(C(C)C)C(C)C. The catalyst is CN(C=O)C.O. The product is [NH2:21][C:12]1[N:13]=[C:14]([N:45]2[CH2:46][CH2:47][N:52]([C:32](=[O:34])[CH2:31][O:30][C:29]3[CH:28]=[CH:27][C:26]([O:25][CH3:24])=[CH:36][CH:35]=3)[CH2:60][CH2:59]2)[C:15]2[N:16]=[C:8]([CH2:7][CH2:6][C:5]3[CH:22]=[CH:23][C:2]([F:1])=[CH:3][CH:4]=3)[S:9][C:10]=2[N:11]=1. The yield is 0.690.